From a dataset of Retrosynthesis with 50K atom-mapped reactions and 10 reaction types from USPTO. Predict the reactants needed to synthesize the given product. (1) Given the product Nc1cnc2ccc(Cl)cc2c1C(F)(F)F, predict the reactants needed to synthesize it. The reactants are: O=[N+]([O-])c1cnc2ccc(Cl)cc2c1C(F)(F)F. (2) Given the product O=C(N1CCN(CCO)CC1)C(F)(F)F, predict the reactants needed to synthesize it. The reactants are: O=C(OC(=O)C(F)(F)F)C(F)(F)F.OCCN1CCNCC1. (3) Given the product COCCOc1ccc(S(=O)(=O)N(CC(=O)NN)c2ccc(C)cc2)cc1, predict the reactants needed to synthesize it. The reactants are: COCCOc1ccc(S(=O)(=O)N(CC(=O)OC)c2ccc(C)cc2)cc1.NN. (4) Given the product CCc1nc2c(C)cc(C)nc2n1Cc1ccc(/C=C/CN2CCN(C(C)C)C(C)C2)cc1, predict the reactants needed to synthesize it. The reactants are: CC(C)N1CCNCC1C.CCc1nc2c(C)cc(C)nc2n1Cc1ccc(/C=C/CO)cc1. (5) Given the product CCn1cc(C=O)c(=O)c2cc(OCc3ccc(OC)cc3)c(OCc3ccc(OC)cc3)c(F)c21, predict the reactants needed to synthesize it. The reactants are: CCn1cc(CO)c(=O)c2cc(OCc3ccc(OC)cc3)c(OCc3ccc(OC)cc3)c(F)c21. (6) Given the product O=S(=O)(Nc1ccc(-c2cnc(CNS(=O)(=O)C(F)(F)F)s2)cc1)c1ccccc1, predict the reactants needed to synthesize it. The reactants are: Nc1ccc(-c2cnc(CNS(=O)(=O)C(F)(F)F)s2)cc1.O=S(=O)(Cl)c1ccccc1. (7) Given the product NCc1ccc(Cl)c(Oc2cc(Br)cc(F)c2Cl)c1F, predict the reactants needed to synthesize it. The reactants are: [N-]=[N+]=NCc1ccc(Cl)c(Oc2cc(Br)cc(F)c2Cl)c1F.